From a dataset of Forward reaction prediction with 1.9M reactions from USPTO patents (1976-2016). Predict the product of the given reaction. (1) The product is: [CH2:26]([S:25][C:11]1[N:10]=[C:9]([CH2:8][NH2:7])[CH:14]=[C:13]([C:15]2[CH:20]=[CH:19][C:18]([C:21]([F:23])([F:24])[F:22])=[CH:17][CH:16]=2)[N:12]=1)[C:27]1[CH:32]=[CH:31][CH:30]=[CH:29][CH:28]=1. Given the reactants C(OC(=O)[NH:7][CH2:8][C:9]1[CH:14]=[C:13]([C:15]2[CH:20]=[CH:19][C:18]([C:21]([F:24])([F:23])[F:22])=[CH:17][CH:16]=2)[N:12]=[C:11]([S:25][CH2:26][C:27]2[CH:32]=[CH:31][CH:30]=[CH:29][CH:28]=2)[N:10]=1)(C)(C)C, predict the reaction product. (2) Given the reactants ON1C2C=CC=CC=2N=N1.C[CH2:12][N:13]=[C:14]=NCCCN(C)C.Cl.[CH2:23]([O:37][CH2:38][C:39]([CH2:48][O:49][CH2:50][CH2:51][CH2:52][CH2:53][CH2:54][CH2:55][CH2:56][CH2:57][CH2:58][CH2:59][CH2:60][CH2:61][CH2:62][CH3:63])([CH2:44][C:45](O)=[O:46])[CH2:40][C:41](O)=[O:42])[CH2:24][CH2:25][CH2:26][CH2:27][CH2:28][CH2:29][CH2:30][CH2:31][CH2:32][CH2:33][CH2:34][CH2:35][CH3:36].Cl.[CH3:65][NH:66][CH3:67].C(N(CC)CC)C, predict the reaction product. The product is: [CH3:12][N:13]([CH3:14])[C:41](=[O:42])[CH2:40][C:39]([CH2:48][O:49][CH2:50][CH2:51][CH2:52][CH2:53][CH2:54][CH2:55][CH2:56][CH2:57][CH2:58][CH2:59][CH2:60][CH2:61][CH2:62][CH3:63])([CH2:38][O:37][CH2:23][CH2:24][CH2:25][CH2:26][CH2:27][CH2:28][CH2:29][CH2:30][CH2:31][CH2:32][CH2:33][CH2:34][CH2:35][CH3:36])[CH2:44][C:45]([N:66]([CH3:67])[CH3:65])=[O:46]. (3) Given the reactants [CH3:1][O:2][C:3](=[O:17])[CH:4]([NH:12][CH2:13][CH2:14][CH2:15][Cl:16])[C:5]1[CH:10]=[CH:9][C:8]([F:11])=[CH:7][CH:6]=1.[O:18](C(OC(C)(C)C)=O)[C:19]([O:21][C:22]([CH3:25])([CH3:24])[CH3:23])=O.C(N(CC)CC)C, predict the reaction product. The product is: [CH3:1][O:2][C:3](=[O:17])[CH:4]([N:12]([C:19]([O:21][C:22]([CH3:25])([CH3:24])[CH3:23])=[O:18])[CH2:13][CH2:14][CH2:15][Cl:16])[C:5]1[CH:6]=[CH:7][C:8]([F:11])=[CH:9][CH:10]=1. (4) Given the reactants Br[C:2]1[CH:10]=[C:9]2[C:5]([C:6]([CH3:22])([CH3:21])[C:7](=[O:20])[N:8]2[CH2:11][C:12]2[CH:17]=[CH:16][C:15]([O:18][CH3:19])=[CH:14][CH:13]=2)=[CH:4][CH:3]=1.[F:23][C:24]([F:31])([F:30])[C:25]1[N:26]=[CH:27][NH:28][CH:29]=1, predict the reaction product. The product is: [CH3:19][O:18][C:15]1[CH:16]=[CH:17][C:12]([CH2:11][N:8]2[C:9]3[C:5](=[CH:4][CH:3]=[C:2]([N:28]4[CH:29]=[C:25]([C:24]([F:31])([F:30])[F:23])[N:26]=[CH:27]4)[CH:10]=3)[C:6]([CH3:22])([CH3:21])[C:7]2=[O:20])=[CH:13][CH:14]=1. (5) Given the reactants [OH:1][CH2:2][CH2:3][CH2:4][O:5][C:6]1[CH:11]=[CH:10][C:9]([CH:12]2[CH2:17][CH2:16][N:15]([C:18]([O:20][C:21]([CH3:24])([CH3:23])[CH3:22])=[O:19])[CH2:14][CH:13]2[O:25][CH2:26][C:27]2[CH:36]=[CH:35][C:34]3[C:29](=[CH:30][CH:31]=[CH:32][CH:33]=3)[CH:28]=2)=[CH:8][CH:7]=1.[C:37](Cl)(=[O:42])[C:38]([CH3:41])([CH3:40])[CH3:39], predict the reaction product. The product is: [CH3:39][C:38]([CH3:41])([CH3:40])[C:37]([O:1][CH2:2][CH2:3][CH2:4][O:5][C:6]1[CH:11]=[CH:10][C:9]([CH:12]2[CH2:17][CH2:16][N:15]([C:18]([O:20][C:21]([CH3:22])([CH3:23])[CH3:24])=[O:19])[CH2:14][CH:13]2[O:25][CH2:26][C:27]2[CH:36]=[CH:35][C:34]3[C:29](=[CH:30][CH:31]=[CH:32][CH:33]=3)[CH:28]=2)=[CH:8][CH:7]=1)=[O:42]. (6) Given the reactants [F:1][C:2]1[CH:7]=[CH:6][C:5]([N:8]2[C:16]3[C:11](=[CH:12][C:13]([O:17][C@H:18]([C:22]4[CH:27]=[CH:26][CH:25]=[C:24]([O:28][CH3:29])[CH:23]=4)[C@@H:19]([NH2:21])[CH3:20])=[CH:14][CH:15]=3)[CH:10]=[N:9]2)=[CH:4][CH:3]=1.[O:30]1[CH:34]=[CH:33][C:32]([C:35](O)=[O:36])=[N:31]1, predict the reaction product. The product is: [F:1][C:2]1[CH:3]=[CH:4][C:5]([N:8]2[C:16]3[C:11](=[CH:12][C:13]([O:17][C@H:18]([C:22]4[CH:27]=[CH:26][CH:25]=[C:24]([O:28][CH3:29])[CH:23]=4)[C@@H:19]([NH:21][C:35]([C:32]4[CH:33]=[CH:34][O:30][N:31]=4)=[O:36])[CH3:20])=[CH:14][CH:15]=3)[CH:10]=[N:9]2)=[CH:6][CH:7]=1. (7) The product is: [N:16]1([C:22]2[N:27]=[CH:26][C:25]([NH:28][C:13]([C:3]3[C:2]([CH3:1])=[N:6][N:5]([C:7]4[CH:8]=[CH:9][CH:10]=[CH:11][CH:12]=4)[N:4]=3)=[O:15])=[CH:24][CH:23]=2)[CH2:21][CH2:20][O:19][CH2:18][CH2:17]1. Given the reactants [CH3:1][C:2]1[C:3]([C:13]([OH:15])=O)=[N:4][N:5]([C:7]2[CH:12]=[CH:11][CH:10]=[CH:9][CH:8]=2)[N:6]=1.[N:16]1([C:22]2[N:27]=[CH:26][C:25]([NH2:28])=[CH:24][CH:23]=2)[CH2:21][CH2:20][O:19][CH2:18][CH2:17]1, predict the reaction product. (8) Given the reactants [Br:1][C:2]1[CH:3]=[C:4]2[C:9](=[CH:10][C:11]=1[C:12]([P:15]([O:20][CH2:21][CH3:22])([O:17][CH2:18][CH3:19])=[O:16])([F:14])[F:13])[N:8]=[C:7]([C:23]([OH:25])=O)[CH:6]=[CH:5]2.CCN=C=NCCCN(C)C.[NH2:37][C:38]1[CH:43]=[CH:42][CH:41]=[CH:40][CH:39]=1.CCN(C(C)C)C(C)C, predict the reaction product. The product is: [CH2:18]([O:17][P:15]([C:12]([C:11]1[CH:10]=[C:9]2[C:4]([CH:5]=[CH:6][C:7]([C:23]([NH:37][C:38]3[CH:43]=[CH:42][CH:41]=[CH:40][CH:39]=3)=[O:25])=[N:8]2)=[CH:3][C:2]=1[Br:1])([F:13])[F:14])(=[O:16])[O:20][CH2:21][CH3:22])[CH3:19].